Dataset: Forward reaction prediction with 1.9M reactions from USPTO patents (1976-2016). Task: Predict the product of the given reaction. (1) Given the reactants [F:1][C:2]1[C:9]([CH2:10][CH:11]=C)=[CH:8][C:5]([C:6]#[N:7])=[C:4]([O:13][CH3:14])[CH:3]=1.[O:15]=[O+][O-].[BH4-].[Na+], predict the reaction product. The product is: [F:1][C:2]1[C:9]([CH2:10][CH2:11][OH:15])=[CH:8][C:5]([C:6]#[N:7])=[C:4]([O:13][CH3:14])[CH:3]=1. (2) Given the reactants Cl[C:2]1[N:7]=[CH:6][N:5]=[C:4]([C:8]2[CH:9]=[CH:10][C:11]([O:16][CH:17]3[CH2:22][CH2:21][O:20][CH2:19][CH2:18]3)=[C:12]([CH:15]=2)[C:13]#[N:14])[N:3]=1.[CH:23]1[C:28]([NH2:29])=[CH:27][C:26]2[O:30][C:31]([F:34])([F:33])[O:32][C:25]=2[CH:24]=1.C(N(CC)C(C)C)(C)C, predict the reaction product. The product is: [F:34][C:31]1([F:33])[O:32][C:25]2[CH:24]=[CH:23][C:28]([NH:29][C:2]3[N:7]=[CH:6][N:5]=[C:4]([C:8]4[CH:9]=[CH:10][C:11]([O:16][CH:17]5[CH2:22][CH2:21][O:20][CH2:19][CH2:18]5)=[C:12]([CH:15]=4)[C:13]#[N:14])[N:3]=3)=[CH:27][C:26]=2[O:30]1. (3) Given the reactants [O:1]1[C:5]([C:6]([OH:8])=O)=[CH:4][CH:3]=[N:2]1.CN(C)C=O.[Cl:14][C:15]1[C:23]2[C:18](=[CH:19][CH:20]=[CH:21][CH:22]=2)[N:17]([C:24]2[CH:37]=[CH:36][C:27]([CH2:28][NH:29][C:30]([C:32]3([NH2:35])[CH2:34][CH2:33]3)=[O:31])=[CH:26][CH:25]=2)[C:16]=1[C:38]1[N:42]=[C:41]([CH3:43])[O:40][N:39]=1.CN(C(ON1N=NC2C=CC=CC1=2)=[N+](C)C)C.F[P-](F)(F)(F)(F)F.C(N(CC)CC)C, predict the reaction product. The product is: [Cl:14][C:15]1[C:23]2[C:18](=[CH:19][CH:20]=[CH:21][CH:22]=2)[N:17]([C:24]2[CH:37]=[CH:36][C:27]([CH2:28][NH:29][C:30]([C:32]3([NH:35][C:6]([C:5]4[O:1][N:2]=[CH:3][CH:4]=4)=[O:8])[CH2:34][CH2:33]3)=[O:31])=[CH:26][CH:25]=2)[C:16]=1[C:38]1[N:42]=[C:41]([CH3:43])[O:40][N:39]=1. (4) The product is: [NH2:1][C:2]1[CH:7]=[CH:6][CH:5]=[CH:4][C:3]=1[NH:8][C:9](=[O:17])[C:10]1[CH:15]=[CH:14][C:13]([C:39]([CH2:40][N:28]2[CH2:29][CH2:30][N:25]([C:22]3[CH:21]=[CH:20][C:19]([F:18])=[CH:24][CH:23]=3)[CH2:26][CH2:27]2)=[CH2:38])=[CH:12][CH:11]=1. Given the reactants [NH2:1][C:2]1[CH:7]=[CH:6][CH:5]=[CH:4][C:3]=1[NH:8][C:9](=[O:17])[C:10]1[CH:15]=[CH:14][C:13](I)=[CH:12][CH:11]=1.[F:18][C:19]1[CH:24]=[CH:23][C:22]([N:25]2[CH2:30][CH2:29][NH:28][CH2:27][CH2:26]2)=[CH:21][CH:20]=1.C(=O)([O-])[O-].[K+].[K+].O1C=[CH:40][CH:39]=[C:38]1P(C1OC=CC=1)C1OC=CC=1.C=C=C, predict the reaction product. (5) Given the reactants OO.B(F)(F)F.CC[O:9]CC.OC([C:16]1[C:17]([CH3:41])=[C:18]2[C:23]([NH:24][C:25]3[CH:30]=[CH:29][C:28]([O:31][C:32]4[CH:37]=[CH:36][CH:35]=[CH:34][CH:33]=4)=[CH:27][CH:26]=3)=[C:22]([C:38]#[N:39])[CH:21]=[N:20][N:19]2[CH:40]=1)(C)C, predict the reaction product. The product is: [OH:9][C:16]1[C:17]([CH3:41])=[C:18]2[C:23]([NH:24][C:25]3[CH:26]=[CH:27][C:28]([O:31][C:32]4[CH:33]=[CH:34][CH:35]=[CH:36][CH:37]=4)=[CH:29][CH:30]=3)=[C:22]([C:38]#[N:39])[CH:21]=[N:20][N:19]2[CH:40]=1.